Dataset: M1 muscarinic receptor antagonist screen with 61,756 compounds. Task: Binary Classification. Given a drug SMILES string, predict its activity (active/inactive) in a high-throughput screening assay against a specified biological target. (1) The compound is Clc1ccc(n2nnnc2c2ccccc2)cc1. The result is 0 (inactive). (2) The compound is S1C(=O)C(/N(CC)C1=S)=c1\cc(n(c(c1)C)Cc1occc1)C. The result is 0 (inactive).